Dataset: Peptide-MHC class I binding affinity with 185,985 pairs from IEDB/IMGT. Task: Regression. Given a peptide amino acid sequence and an MHC pseudo amino acid sequence, predict their binding affinity value. This is MHC class I binding data. (1) The peptide sequence is DSDGSFFLY. The MHC is HLA-B40:01 with pseudo-sequence HLA-B40:01. The binding affinity (normalized) is 0.0847. (2) The peptide sequence is TVMDIISRR. The MHC is HLA-A26:01 with pseudo-sequence HLA-A26:01. The binding affinity (normalized) is 0.269.